Dataset: Forward reaction prediction with 1.9M reactions from USPTO patents (1976-2016). Task: Predict the product of the given reaction. (1) Given the reactants [NH2:1][C:2]12[CH2:11][CH:6]3[CH2:7][CH:8]([CH2:10][C:4]([NH:12][C:13]([C:15]4[CH:20]=[CH:19][CH:18]=[CH:17][N:16]=4)=[O:14])([CH2:5]3)[CH2:3]1)[CH2:9]2.[CH3:21][C:22]1[N:27]=[C:26]([C:28](O)=[O:29])[CH:25]=[N:24][CH:23]=1.C1CN([P+](ON2N=NC3C=CC=CC2=3)(N2CCCC2)N2CCCC2)CC1.F[P-](F)(F)(F)(F)F.C(N(CC)CC)C.C(=O)(O)[O-].[Na+], predict the reaction product. The product is: [N:16]1[CH:17]=[CH:18][CH:19]=[CH:20][C:15]=1[C:13]([NH:12][C:4]12[CH2:10][CH:8]3[CH2:7][CH:6]([CH2:11][C:2]([NH:1][C:28]([C:26]4[CH:25]=[N:24][CH:23]=[C:22]([CH3:21])[N:27]=4)=[O:29])([CH2:9]3)[CH2:3]1)[CH2:5]2)=[O:14]. (2) Given the reactants Cl.[C:2]([N:5]1[CH:10]2[CH2:11][CH2:12][CH:6]1[CH2:7][CH:8]([N:13]1[CH2:18][CH2:17][NH:16][CH2:15][CH2:14]1)[CH2:9]2)(=O)[CH3:3].C(N1C2CCC1CC(N1CCN(C(OC(C)(C)C)=O)CC1)C2)(=O)C.[H-].[H-].[H-].[H-].[Li+].[Al+3], predict the reaction product. The product is: [CH2:2]([N:5]1[CH:10]2[CH2:11][CH2:12][CH:6]1[CH2:7][CH:8]([N:13]1[CH2:14][CH2:15][NH:16][CH2:17][CH2:18]1)[CH2:9]2)[CH3:3].